This data is from Forward reaction prediction with 1.9M reactions from USPTO patents (1976-2016). The task is: Predict the product of the given reaction. (1) Given the reactants [CH3:1][C:2]1[C:11]2[C:6](=[CH:7][CH:8]=[CH:9][CH:10]=2)[N:5]=[C:4]([N:12]2[CH2:17][CH2:16][NH:15][CH2:14][CH2:13]2)[CH:3]=1.CCN=C=NCCCN(C)C.Cl.C1C=CC2N(O)N=NC=2C=1.C(N(CC)CC)C.[N+:47]([C:50]1[CH:55]=[CH:54][C:53]([NH:56][CH:57]2[CH2:62][CH2:61][CH:60]([O:63][CH2:64][C:65](O)=[O:66])[CH2:59][CH2:58]2)=[CH:52][C:51]=1[C:68]([F:71])([F:70])[F:69])([O-:49])=[O:48], predict the reaction product. The product is: [CH3:1][C:2]1[C:11]2[C:6](=[CH:7][CH:8]=[CH:9][CH:10]=2)[N:5]=[C:4]([N:12]2[CH2:17][CH2:16][N:15]([C:65](=[O:66])[CH2:64][O:63][CH:60]3[CH2:61][CH2:62][CH:57]([NH:56][C:53]4[CH:54]=[CH:55][C:50]([N+:47]([O-:49])=[O:48])=[C:51]([C:68]([F:70])([F:69])[F:71])[CH:52]=4)[CH2:58][CH2:59]3)[CH2:14][CH2:13]2)[CH:3]=1. (2) Given the reactants [Cl:1][C:2]1[CH:7]=[C:6]([Cl:8])[N:5]=[CH:4][N:3]=1.[C:9]12(C(O)=O)[CH2:15][CH:12]([CH2:13][CH2:14]1)[CH2:11][CH2:10]2.S(OOS([O-])(=O)=O)([O-])(=O)=O.[NH4+].[NH4+].[OH-].[NH4+], predict the reaction product. The product is: [C:9]12([C:4]3[N:5]=[C:6]([Cl:8])[CH:7]=[C:2]([Cl:1])[N:3]=3)[CH2:15][CH:12]([CH2:13][CH2:14]1)[CH2:11][CH2:10]2. (3) Given the reactants [CH3:1][C@@H:2]1[NH:7][CH2:6][CH2:5][N:4]([S:8]([C:11]2[CH:16]=[CH:15][C:14]([C:17]([F:20])([F:19])[F:18])=[CH:13][CH:12]=2)(=[O:10])=[O:9])[CH2:3]1.C1C=CC2N(O)N=NC=2C=1.O.CN(C(ON1N=NC2C=CC=CC1=2)=[N+](C)C)C.F[P-](F)(F)(F)(F)F.[CH3:56][C:57]1[CH:62]=[CH:61][N:60]=[CH:59][C:58]=1[C:63](O)=[O:64].CCN(C(C)C)C(C)C, predict the reaction product. The product is: [CH3:1][C@H:2]1[CH2:3][N:4]([S:8]([C:11]2[CH:12]=[CH:13][C:14]([C:17]([F:20])([F:18])[F:19])=[CH:15][CH:16]=2)(=[O:9])=[O:10])[CH2:5][CH2:6][N:7]1[C:63]([C:58]1[CH:59]=[N:60][CH:61]=[CH:62][C:57]=1[CH3:56])=[O:64]. (4) Given the reactants [Cl:1][C:2]1[C:3]([OH:12])=[C:4]([O:10][CH3:11])[CH:5]=[C:6]([CH:9]=1)[CH:7]=[O:8].C([O-])([O-])=O.[K+].[K+].[CH2:19]([O:21][C:22](=[O:25])[CH2:23]Br)[CH3:20].C(O)C, predict the reaction product. The product is: [Cl:1][C:2]1[CH:9]=[C:6]([CH:7]=[O:8])[CH:5]=[C:4]([O:10][CH3:11])[C:3]=1[O:12][CH2:23][C:22]([O:21][CH2:19][CH3:20])=[O:25]. (5) Given the reactants [Cl:1][C:2]1[CH:7]=[C:6]([O:8][CH3:9])[CH:5]=[CH:4][C:3]=1[CH:10]([C:12]1[N:16]([C:17]2[C:22]([F:23])=[CH:21][CH:20]=[CH:19][C:18]=2[F:24])[CH:15]=[N:14][CH:13]=1)[OH:11].[Br:25]N1C(=O)CCC1=O, predict the reaction product. The product is: [Br:25][C:13]1[N:14]=[CH:15][N:16]([C:17]2[C:22]([F:23])=[CH:21][CH:20]=[CH:19][C:18]=2[F:24])[C:12]=1[CH:10]([C:3]1[CH:4]=[CH:5][C:6]([O:8][CH3:9])=[CH:7][C:2]=1[Cl:1])[OH:11].